Dataset: Full USPTO retrosynthesis dataset with 1.9M reactions from patents (1976-2016). Task: Predict the reactants needed to synthesize the given product. (1) Given the product [OH:56][C:49]1[C:48]([CH2:47][NH:46][C:10](=[O:12])[C:9]2[CH:8]=[CH:7][C:6]([CH:2]3[CH2:3][CH2:4][CH2:5][O:1]3)=[CH:14][CH:13]=2)=[C:53]([CH3:54])[CH:52]=[C:51]([CH3:55])[N:50]=1, predict the reactants needed to synthesize it. The reactants are: [O:1]1[CH2:5][CH2:4][CH2:3][CH:2]1[C:6]1[CH:14]=[CH:13][C:9]([C:10]([OH:12])=O)=[CH:8][CH:7]=1.CN(C(ON1N=NC2C=CC=NC1=2)=[N+](C)C)C.F[P-](F)(F)(F)(F)F.C(N(CC)CC)C.[NH2:46][CH2:47][C:48]1[C:49]([OH:56])=[N:50][C:51]([CH3:55])=[CH:52][C:53]=1[CH3:54]. (2) Given the product [Br:36][C:37]1[CH:49]=[CH:48][C:47]([O:50][CH3:51])=[CH:46][C:38]=1[CH2:39][N:40]1[CH2:41][CH2:42][N:43]([CH2:61][CH2:60][CH:59]([C:68]2[CH:73]=[CH:72][CH:71]=[CH:70][C:69]=2[F:74])[C:58]([CH:52]2[CH2:57][CH2:56][CH2:55][CH2:54][CH2:53]2)=[O:75])[CH2:44][CH2:45]1, predict the reactants needed to synthesize it. The reactants are: C1(C(NC(C)C)C(C2C=CC=CC=2F)CCN2CCN(C3C=CC=CC=3OC)CC2)CCCCC1.[Br:36][C:37]1[CH:49]=[CH:48][C:47]([O:50][CH3:51])=[CH:46][C:38]=1[CH2:39][N:40]1[CH2:45][CH2:44][NH:43][CH2:42][CH2:41]1.[CH:52]1([C:58](=[O:75])[CH:59]([C:68]2[CH:73]=[CH:72][CH:71]=[CH:70][C:69]=2[F:74])[CH2:60][CH:61](OCC)OCC)[CH2:57][CH2:56][CH2:55][CH2:54][CH2:53]1. (3) Given the product [F:1][C:2]1[CH:7]=[CH:6][C:5]([F:8])=[CH:4][C:3]=1[C@H:9]1[CH2:13][CH2:12][CH2:11][N:10]1[C:14]1[CH:19]=[CH:18][N:17]2[N:20]=[CH:21][C:22](/[CH:23]=[CH:24]/[C:25]([N:66]3[CH2:67][CH2:68][NH:63][CH:64]([C:69]([OH:72])([CH3:71])[CH3:70])[CH2:65]3)=[O:26])=[C:16]2[N:15]=1, predict the reactants needed to synthesize it. The reactants are: [F:1][C:2]1[CH:7]=[CH:6][C:5]([F:8])=[CH:4][C:3]=1[C@H:9]1[CH2:13][CH2:12][CH2:11][N:10]1[C:14]1[CH:19]=[CH:18][N:17]2[N:20]=[CH:21][C:22](/[CH:23]=[CH:24]/[C:25](O)=[O:26])=[C:16]2[N:15]=1.CN(C(ON1N=NC2C=CC=NC1=2)=[N+](C)C)C.F[P-](F)(F)(F)(F)F.CCN(C(C)C)C(C)C.Cl.Cl.[NH:63]1[CH2:68][CH2:67][NH:66][CH2:65][CH:64]1[C:69]([OH:72])([CH3:71])[CH3:70].